This data is from Reaction yield outcomes from USPTO patents with 853,638 reactions. The task is: Predict the reaction yield, written as a fraction of the theoretical maximum amount of product (1.0 means a 100% yield; for example, 0.34 means a 34% yield). (1) The reactants are [CH3:1][O:2][C:3]1[CH:4]=[C:5]2[C:10](=[CH:11][C:12]=1[O:13][CH2:14][CH2:15][O:16][CH3:17])[N:9]=[CH:8][N:7]=[C:6]2[O:18][C:19]1[CH:20]=[C:21]([CH:23]=[CH:24][CH:25]=1)[NH2:22].[CH:26]1([C:29]2[CH:33]=[C:32]([NH:34][C:35](=O)[O:36]C3C=CC=CC=3)[O:31][N:30]=2)[CH2:28][CH2:27]1.COC1C=C2C(=CC=1OC)N=CN=C2OC1C=C(NC(NC2ON=C(C(C)C)C=2)=O)C=CC=1. No catalyst specified. The product is [CH:26]1([C:29]2[CH:33]=[C:32]([NH:34][C:35]([NH:22][C:21]3[CH:23]=[CH:24][CH:25]=[C:19]([O:18][C:6]4[C:5]5[C:10](=[CH:11][C:12]([O:13][CH2:14][CH2:15][O:16][CH3:17])=[C:3]([O:2][CH3:1])[CH:4]=5)[N:9]=[CH:8][N:7]=4)[CH:20]=3)=[O:36])[O:31][N:30]=2)[CH2:28][CH2:27]1. The yield is 0.520. (2) The reactants are [Cl:1][C:2]1([C:22]([O:24]CC)=[O:23])[CH:7]=[CH:6][C:5]([N:8]([C:12]2[CH:17]=[CH:16][CH:15]=[CH:14][C:13]=2[C:18]([F:21])([F:20])[F:19])[C:9](=[O:11])[NH2:10])=[CH:4][CH2:3]1.[OH-].[K+]. The catalyst is CO. The product is [Cl:1][C:2]1([C:22]([OH:24])=[O:23])[CH:3]=[CH:4][C:5]([N:8]([C:12]2[CH:17]=[CH:16][CH:15]=[CH:14][C:13]=2[C:18]([F:21])([F:19])[F:20])[C:9](=[O:11])[NH2:10])=[CH:6][CH2:7]1. The yield is 0.920. (3) The reactants are [NH2:1][C:2]1[CH:3]=[CH:4][C:5]2[N:10]([CH2:11][CH2:12][N:13]([CH3:15])[CH3:14])[C:9](=[O:16])[CH2:8][O:7][C:6]=2[CH:17]=1.I.[S:19]1[CH:23]=[CH:22][CH:21]=[C:20]1[C:24](SC)=[NH:25]. The catalyst is C(O)C.C([O-])(O)=O.[Na+]. The product is [CH3:15][N:13]([CH3:14])[CH2:12][CH2:11][N:10]1[C:9](=[O:16])[CH2:8][O:7][C:6]2[CH:17]=[C:2]([NH:1][C:24]([C:20]3[S:19][CH:23]=[CH:22][CH:21]=3)=[NH:25])[CH:3]=[CH:4][C:5]1=2. The yield is 0.880. (4) The reactants are [C:1]12([O:11][CH2:12][CH2:13][O:14][CH2:15][CH2:16][O:17][CH2:18][CH2:19][O:20][CH2:21][CH2:22][OH:23])[CH2:10][CH:5]3[CH2:6][CH:7]([CH2:9][CH:3]([CH2:4]3)[CH2:2]1)[CH2:8]2.[CH3:24][S:25](Cl)(=[O:27])=[O:26].CCN(CC)CC.CCOC(C)=O. The catalyst is Cl. The product is [CH3:24][S:25]([O:23][CH2:22][CH2:21][O:20][CH2:19][CH2:18][O:17][CH2:16][CH2:15][O:14][CH2:13][CH2:12][O:11][C:1]12[CH2:8][CH:7]3[CH2:9][CH:3]([CH2:4][CH:5]([CH2:6]3)[CH2:10]1)[CH2:2]2)(=[O:27])=[O:26]. The yield is 0.820. (5) The yield is 0.780. The reactants are [CH2:1]([C:5]1[N:10]=[C:9]([CH3:11])[N:8]([CH2:12][CH:13]([OH:20])[C:14]2[CH:19]=[CH:18][CH:17]=[CH:16][CH:15]=2)[C:7](=[O:21])[C:6]=1[CH2:22][C:23]1[CH:28]=[CH:27][C:26]([C:29]2[CH:34]=[CH:33][CH:32]=[CH:31][C:30]=2[C:35]2[NH:39][C:38](=[O:40])[O:37][N:36]=2)=[CH:25][CH:24]=1)[CH2:2][CH2:3][CH3:4].CC(OI1(OC(C)=O)(OC(C)=O)OC(=O)C2C1=CC=CC=2)=O.C(=O)([O-])O.[Na+].S([O-])([O-])(=O)=S.[Na+].[Na+]. The catalyst is C(Cl)Cl. The product is [CH2:1]([C:5]1[N:10]=[C:9]([CH3:11])[N:8]([CH2:12][C:13](=[O:20])[C:14]2[CH:15]=[CH:16][CH:17]=[CH:18][CH:19]=2)[C:7](=[O:21])[C:6]=1[CH2:22][C:23]1[CH:24]=[CH:25][C:26]([C:29]2[CH:34]=[CH:33][CH:32]=[CH:31][C:30]=2[C:35]2[NH:39][C:38](=[O:40])[O:37][N:36]=2)=[CH:27][CH:28]=1)[CH2:2][CH2:3][CH3:4]. (6) The reactants are Br[C:2]1[C:3]([CH3:12])=[C:4]([C:8]([F:11])=[CH:9][CH:10]=1)[C:5]([OH:7])=[O:6].[F:13][C:14]1[CH:15]=[C:16](B(O)O)[CH:17]=[CH:18][CH:19]=1.C([O-])([O-])=O.[Na+].[Na+].Cl. The catalyst is CN(C=O)C.C1C=CC([P]([Pd]([P](C2C=CC=CC=2)(C2C=CC=CC=2)C2C=CC=CC=2)([P](C2C=CC=CC=2)(C2C=CC=CC=2)C2C=CC=CC=2)[P](C2C=CC=CC=2)(C2C=CC=CC=2)C2C=CC=CC=2)(C2C=CC=CC=2)C2C=CC=CC=2)=CC=1. The product is [F:11][C:8]1[C:4]([C:5]([OH:7])=[O:6])=[C:3]([CH3:12])[C:2]([C:18]2[CH:17]=[CH:16][CH:15]=[C:14]([F:13])[CH:19]=2)=[CH:10][CH:9]=1. The yield is 0.480. (7) The reactants are [C:1]([C:5]1[CH:33]=[C:8]2[N:9]=[C:10]([CH3:32])[C:11]([CH:20]([CH2:25][CH2:26][CH2:27][C:28]([F:31])([F:30])[F:29])[C:21]([O:23]C)=[O:22])=[C:12]([C:13]3[CH:18]=[CH:17][C:16]([CH3:19])=[CH:15][CH:14]=3)[N:7]2[N:6]=1)([CH3:4])([CH3:3])[CH3:2].[OH-].[Na+]. The catalyst is CO. The product is [C:1]([C:5]1[CH:33]=[C:8]2[N:9]=[C:10]([CH3:32])[C:11]([CH:20]([CH2:25][CH2:26][CH2:27][C:28]([F:31])([F:30])[F:29])[C:21]([OH:23])=[O:22])=[C:12]([C:13]3[CH:14]=[CH:15][C:16]([CH3:19])=[CH:17][CH:18]=3)[N:7]2[N:6]=1)([CH3:4])([CH3:3])[CH3:2]. The yield is 0.460. (8) The reactants are [O:1]=[C:2]1[NH:10]/[C:9](=[N:11]\[N:12]=[CH:13][C:14]2[CH:19]=[CH:18][CH:17]=[CH:16][CH:15]=2)/[N:8]([CH2:20][CH2:21][CH2:22][CH2:23][CH3:24])[C:7]2[N:6]=[CH:5][NH:4][C:3]1=2. The catalyst is C(O)(=O)C. The product is [CH2:20]([N:8]1[C:7]2[N:6]=[CH:5][NH:4][C:3]=2[C:2](=[O:1])[N:10]2[C:13]([C:14]3[CH:15]=[CH:16][CH:17]=[CH:18][CH:19]=3)=[N:12][N:11]=[C:9]12)[CH2:21][CH2:22][CH2:23][CH3:24]. The yield is 0.220.